This data is from Full USPTO retrosynthesis dataset with 1.9M reactions from patents (1976-2016). The task is: Predict the reactants needed to synthesize the given product. Given the product [Cl:1][C:2]1[N:7]=[C:6]([N:26]2[CH2:31][CH2:30][O:29][CH2:28][CH2:27]2)[CH:5]=[C:4]([CH2:9][S:10]([C:13]2[CH:18]=[CH:17][CH:16]=[CH:15][CH:14]=2)(=[O:12])=[O:11])[N:3]=1, predict the reactants needed to synthesize it. The reactants are: [Cl:1][C:2]1[N:7]=[C:6](Cl)[CH:5]=[C:4]([CH2:9][S:10]([C:13]2[CH:18]=[CH:17][CH:16]=[CH:15][CH:14]=2)(=[O:12])=[O:11])[N:3]=1.C(N(CC)CC)C.[NH:26]1[CH2:31][CH2:30][O:29][CH2:28][CH2:27]1.